Task: Predict which catalyst facilitates the given reaction.. Dataset: Catalyst prediction with 721,799 reactions and 888 catalyst types from USPTO Reactant: Cl.[CH2:2]([O:4][C:5]1[CH:6]=[C:7]([OH:14])[CH:8]=[CH:9][C:10]=1[O:11][CH2:12][CH3:13])[CH3:3].[C:15]([CH2:17][NH:18][S:19]([CH2:22][CH2:23][CH3:24])(=[O:21])=[O:20])#N.[N+](C1C=CC=CC=1)([O-])=[O:26]. Product: [CH2:2]([O:4][C:5]1[C:10]([O:11][CH2:12][CH3:13])=[CH:9][C:8]([C:15](=[O:26])[CH2:17][NH:18][S:19]([CH2:22][CH2:23][CH3:24])(=[O:21])=[O:20])=[C:7]([OH:14])[CH:6]=1)[CH3:3]. The catalyst class is: 530.